Dataset: Full USPTO retrosynthesis dataset with 1.9M reactions from patents (1976-2016). Task: Predict the reactants needed to synthesize the given product. (1) Given the product [F:32][C:33]([F:38])([F:37])[C:34]([OH:36])=[O:35].[NH2:8][C:9]1[N:24]=[C:12]2[CH:13]=[CH:14][CH:15]=[C:16]([CH2:17][C@H:18]([CH3:23])[C:19]([O:21][CH3:22])=[O:20])[N:11]2[N:10]=1, predict the reactants needed to synthesize it. The reactants are: C(OC([N:8](C(OC(C)(C)C)=O)[C:9]1[N:24]=[C:12]2[CH:13]=[CH:14][CH:15]=[C:16]([CH2:17][C@H:18]([CH3:23])[C:19]([O:21][CH3:22])=[O:20])[N:11]2[N:10]=1)=O)(C)(C)C.[F:32][C:33]([F:38])([F:37])[C:34]([OH:36])=[O:35]. (2) The reactants are: [NH:1]1[C:10]2[C:5](=[CH:6][CH:7]=[CH:8][CH:9]=2)[CH2:4][CH2:3][CH2:2]1.C(O[CH:14]=[C:15]([C:21]([O:23][CH2:24][CH3:25])=[O:22])[C:16]([O:18][CH2:19][CH3:20])=[O:17])C. Given the product [N:1]1([CH:14]=[C:15]([C:16]([O:18][CH2:19][CH3:20])=[O:17])[C:21]([O:23][CH2:24][CH3:25])=[O:22])[C:10]2[C:5](=[CH:6][CH:7]=[CH:8][CH:9]=2)[CH2:4][CH2:3][CH2:2]1, predict the reactants needed to synthesize it. (3) Given the product [CH3:29][N:26]1[CH:27]=[CH:28][C:24]([NH:23][C:6]([C:8]2[CH:18]=[C:17]([O:19][CH:20]([CH3:21])[CH3:22])[C:11]3[CH2:12][CH:13]([CH2:15][OH:16])[O:14][C:10]=3[CH:9]=2)=[O:7])=[N:25]1, predict the reactants needed to synthesize it. The reactants are: C(O[C:6]([C:8]1[CH:18]=[C:17]([O:19][CH:20]([CH3:22])[CH3:21])[C:11]2[CH2:12][CH:13]([CH2:15][OH:16])[O:14][C:10]=2[CH:9]=1)=[O:7])(C)(C)C.[NH2:23][C:24]1[CH:28]=[CH:27][N:26]([CH3:29])[N:25]=1.